Predict the reactants needed to synthesize the given product. From a dataset of Full USPTO retrosynthesis dataset with 1.9M reactions from patents (1976-2016). (1) Given the product [CH3:14][C:13](=[CH2:12])[CH2:15][O:10][C:5]1[CH:6]=[CH:7][CH:8]=[CH:9][C:4]=1[N+:1]([O-:3])=[O:2], predict the reactants needed to synthesize it. The reactants are: [N+:1]([C:4]1[CH:9]=[CH:8][CH:7]=[CH:6][C:5]=1[OH:10])([O-:3])=[O:2].Br[CH2:12][C:13]([CH3:15])=[CH2:14].C(=O)([O-])[O-].[K+].[K+].C(OCC)(=O)C. (2) Given the product [C:8]([C:7]1[CH:10]=[CH:11][C:4]([N:2]2[CH:20]([CH:15]3[CH2:19][CH2:18][CH2:17][CH2:16]3)[CH:21]3[C:22]([C:23]4[CH:24]=[CH:25][C:26]([C:31]([O:33][CH2:34][CH3:36])=[O:32])=[CH:27][C:28]=4[CH2:29][CH2:30]3)=[N:3]2)=[CH:5][C:6]=1[CH2:12][O:13][CH3:14])#[N:9], predict the reactants needed to synthesize it. The reactants are: Cl.[NH:2]([C:4]1[CH:11]=[CH:10][C:7]([C:8]#[N:9])=[C:6]([CH2:12][O:13][CH3:14])[CH:5]=1)[NH2:3].[CH:15]1([CH:20]=[C:21]2[CH2:30][CH2:29][C:28]3[CH:27]=[C:26]([C:31]([O:33][CH3:34])=[O:32])[CH:25]=[CH:24][C:23]=3[C:22]2=O)[CH2:19][CH2:18][CH2:17][CH2:16]1.[CH2:36](O)C. (3) Given the product [CH2:13]([C:2]1[CH:3]=[C:4]([C:8]([O:10][CH3:11])=[O:9])[S:5][C:6]=1[Cl:7])[C:14]1[CH:19]=[CH:18][CH:17]=[CH:16][CH:15]=1, predict the reactants needed to synthesize it. The reactants are: Br[C:2]1[CH:3]=[C:4]([C:8]([O:10][CH3:11])=[O:9])[S:5][C:6]=1[Cl:7].[K+].[CH2:13]([B-](F)(F)F)[C:14]1[CH:19]=[CH:18][CH:17]=[CH:16][CH:15]=1.C([O-])([O-])=O.[Cs+].[Cs+].O. (4) Given the product [NH:16]1[CH:2]([C:1]([O:5][C:6]([CH3:9])([CH3:8])[CH3:7])=[O:4])[CH2:3][CH:14]=[N:15]1, predict the reactants needed to synthesize it. The reactants are: [C:1]([O:5][C:6]([CH3:9])([CH3:8])[CH3:7])(=[O:4])[CH:2]=[CH2:3].[Si]([CH:14]=[N+:15]=[N-:16])(C)(C)C.C(O)(C(F)(F)F)=O.